Dataset: Forward reaction prediction with 1.9M reactions from USPTO patents (1976-2016). Task: Predict the product of the given reaction. (1) Given the reactants [CH3:1][O:2][C:3]([C:5]1[C:6]2[C:21](=O)[CH:20](Br)[CH2:19][CH2:18][CH2:17][C:7]=2[N:8](C(OC(C)(C)C)=O)[CH:9]=1)=[O:4].[C:24]([NH2:27])(=[S:26])[CH3:25], predict the reaction product. The product is: [CH3:1][O:2][C:3]([C:5]1[C:6]2[C:21]3[N:27]=[C:24]([CH3:25])[S:26][C:20]=3[CH2:19][CH2:18][CH2:17][C:7]=2[NH:8][CH:9]=1)=[O:4]. (2) Given the reactants [Br:1][C:2]1[CH:8]=[CH:7][CH:6]=[C:5]([F:9])[C:3]=1[NH2:4].I[CH2:11][CH2:12][CH2:13][CH2:14][CH2:15]I.C([O-])([O-])=O.[K+].[K+].CN(C=O)C, predict the reaction product. The product is: [Br:1][C:2]1[CH:8]=[CH:7][CH:6]=[C:5]([F:9])[C:3]=1[N:4]1[CH2:15][CH2:14][CH2:13][CH2:12][CH2:11]1. (3) Given the reactants C[O-].[Na+].[Cl:4][CH2:5][C:6]#[N:7].[NH2:8][C:9]1[CH:17]=[CH:16][CH:15]=[C:14]([Cl:18])[C:10]=1[C:11](O)=[O:12], predict the reaction product. The product is: [Cl:18][C:14]1[CH:15]=[CH:16][CH:17]=[C:9]2[C:10]=1[C:11](=[O:12])[NH:7][C:6]([CH2:5][Cl:4])=[N:8]2. (4) Given the reactants Br[C:2]1[CH:7]=[CH:6][C:5]([C:8]2[O:12][N:11]=[C:10]([CH3:13])[C:9]=2[NH:14][CH:15]([CH3:24])[CH2:16][O:17][C:18]2[CH:23]=[CH:22][CH:21]=[CH:20][CH:19]=2)=[CH:4][CH:3]=1.[CH2:25]([O:27][C:28]([C:30]1([C:33]2[CH:38]=[CH:37][C:36](B3OC(C)(C)C(C)(C)O3)=[CH:35][CH:34]=2)[CH2:32][CH2:31]1)=[O:29])[CH3:26], predict the reaction product. The product is: [CH2:25]([O:27][C:28]([C:30]1([C:33]2[CH:38]=[CH:37][C:36]([C:2]3[CH:7]=[CH:6][C:5]([C:8]4[O:12][N:11]=[C:10]([CH3:13])[C:9]=4[NH:14][CH:15]([CH3:24])[CH2:16][O:17][C:18]4[CH:23]=[CH:22][CH:21]=[CH:20][CH:19]=4)=[CH:4][CH:3]=3)=[CH:35][CH:34]=2)[CH2:31][CH2:32]1)=[O:29])[CH3:26]. (5) Given the reactants [CH3:1][O:2][C:3]1[CH:12]=[C:11]2[C:6]([CH:7]=[CH:8][CH:9]=[C:10]2[CH2:13][CH2:14][NH:15][C:16](=[O:18])[CH3:17])=[CH:5][CH:4]=1.[C:19]1([S:25]([OH:28])(=[O:27])=[O:26])[CH:24]=[CH:23][CH:22]=[CH:21][CH:20]=1.C1CCCCC1, predict the reaction product. The product is: [C:19]1([S:25]([OH:28])(=[O:27])=[O:26])[CH:24]=[CH:23][CH:22]=[CH:21][CH:20]=1.[CH3:1][O:2][C:3]1[CH:12]=[C:11]2[C:6]([CH:7]=[CH:8][CH:9]=[C:10]2[CH2:13][CH2:14][NH:15][C:16](=[O:18])[CH3:17])=[CH:5][CH:4]=1.